This data is from Full USPTO retrosynthesis dataset with 1.9M reactions from patents (1976-2016). The task is: Predict the reactants needed to synthesize the given product. (1) The reactants are: [CH2:1]([NH:3][C:4]([C:6]1[C:14]2[C:9](=[N:10][CH:11]=[C:12](Br)[N:13]=2)[N:8](COCC[Si](C)(C)C)[CH:7]=1)=[O:5])[CH3:2].C(NC(C1C2C(=NC=C(Br)N=2)N(COCC[Si](C)(C)C)C=1)=O)(C)C.[F:48][C:49]([F:59])([F:58])[O:50][C:51]1[CH:52]=[C:53]([OH:57])[CH:54]=[CH:55][CH:56]=1.C(C1C=C(O)C=CC=1)#N. Given the product [CH2:1]([NH:3][C:4]([C:6]1[C:14]2[C:9](=[N:10][CH:11]=[C:12]([O:57][C:53]3[CH:54]=[CH:55][CH:56]=[C:51]([O:50][C:49]([F:48])([F:58])[F:59])[CH:52]=3)[N:13]=2)[NH:8][CH:7]=1)=[O:5])[CH3:2], predict the reactants needed to synthesize it. (2) Given the product [F:1][C:2]1[CH:3]=[C:4]([CH2:13][O:14][C:15]2[CH:20]=[CH:19][C:18]([CH2:21][CH2:22][C:23]([O:25][CH3:29])=[O:24])=[C:17]([CH3:26])[C:16]=2[CH3:27])[C:5]2[O:9][C:8]([CH2:10][OH:11])=[CH:7][C:6]=2[CH:12]=1, predict the reactants needed to synthesize it. The reactants are: [F:1][C:2]1[CH:3]=[C:4]([CH2:13][O:14][C:15]2[CH:20]=[CH:19][C:18]([CH2:21][CH2:22][C:23]([OH:25])=[O:24])=[C:17]([CH3:26])[C:16]=2[CH3:27])[C:5]2[O:9][C:8]([CH2:10][OH:11])=[CH:7][C:6]=2[CH:12]=1.[Si](C=[N+]=[N-])(C)(C)[CH3:29]. (3) Given the product [F:1][C:2]1[CH:3]=[C:4]([CH:8]=[CH:9][C:10]=1[O:11][CH3:12])[C:5]([Cl:15])=[O:6], predict the reactants needed to synthesize it. The reactants are: [F:1][C:2]1[CH:3]=[C:4]([CH:8]=[CH:9][C:10]=1[O:11][CH3:12])[C:5](O)=[O:6].S(Cl)([Cl:15])=O. (4) Given the product [NH:1]1[C:2]2=[CH:3][S:4][CH:5]=[C:6]2[NH:7][C:22]1=[O:23], predict the reactants needed to synthesize it. The reactants are: [NH2:1][C:2]1[C:6]([NH2:7])=[CH:5][S:4][CH:3]=1.C1(N)C(F)=C(F)C(F)=C(N)C=1F.Cl.Cl.[C:22](N1C=CN=C1)(N1C=CN=C1)=[O:23]. (5) Given the product [NH2:7][C:8]1[C:13]([CH2:14][NH:5][CH2:4][CH2:3][O:2][CH3:1])=[CH:12][C:11]([Br:16])=[CH:10][N:9]=1, predict the reactants needed to synthesize it. The reactants are: [CH3:1][O:2][CH2:3][CH2:4][NH2:5].Br.[NH2:7][C:8]1[C:13]([CH2:14]Br)=[CH:12][C:11]([Br:16])=[CH:10][N:9]=1.CCN(C(C)C)C(C)C. (6) Given the product [F:9][C:7]1[CH:8]=[C:3]([C:1]2[NH:46][N:45]=[N:44][N:2]=2)[CH:4]=[C:5]([F:43])[C:6]=1[N:10]1[CH2:15][CH2:14][CH:13]([C:16]2[CH:17]=[CH:18][CH:19]=[CH:20][CH:21]=2)[CH:12]([CH2:22][N:23]([C@@H:31]([C:33]2[C:42]3[C:37](=[CH:38][CH:39]=[CH:40][CH:41]=3)[CH:36]=[CH:35][CH:34]=2)[CH3:32])[C:24](=[O:30])[O:25][C:26]([CH3:29])([CH3:28])[CH3:27])[CH2:11]1, predict the reactants needed to synthesize it. The reactants are: [C:1]([C:3]1[CH:8]=[C:7]([F:9])[C:6]([N:10]2[CH2:15][CH2:14][CH:13]([C:16]3[CH:21]=[CH:20][CH:19]=[CH:18][CH:17]=3)[CH:12]([CH2:22][N:23]([C@@H:31]([C:33]3[C:42]4[C:37](=[CH:38][CH:39]=[CH:40][CH:41]=4)[CH:36]=[CH:35][CH:34]=3)[CH3:32])[C:24](=[O:30])[O:25][C:26]([CH3:29])([CH3:28])[CH3:27])[CH2:11]2)=[C:5]([F:43])[CH:4]=1)#[N:2].[N-:44]=[N+:45]=[N-:46].[Na+].Cl.C(N(CC)CC)C.CN(C=O)C. (7) Given the product [Cl:1][C:2]1[CH:7]=[CH:6][C:5]([C:8]2[CH:12]=[C:11]([OH:13])[N:10]([CH3:19])[N:9]=2)=[C:4]([F:14])[CH:3]=1, predict the reactants needed to synthesize it. The reactants are: [Cl:1][C:2]1[CH:7]=[CH:6][C:5]([C:8]2[CH:12]=[C:11]([OH:13])[NH:10][N:9]=2)=[C:4]([F:14])[CH:3]=1.S(OC)(O[CH3:19])(=O)=O.N.Cl. (8) Given the product [CH:13]1[C:22]2[C:17](=[CH:18][CH:19]=[CH:20][CH:21]=2)[CH:16]=[CH:15][C:14]=1[C:23](=[O:25])[CH:24]=[CH:11][C:2]1[CH:3]=[CH:4][C:5]2[C:10](=[CH:9][CH:8]=[CH:7][CH:6]=2)[N:1]=1, predict the reactants needed to synthesize it. The reactants are: [N:1]1[C:10]2[C:5](=[CH:6][CH:7]=[CH:8][CH:9]=2)[CH:4]=[CH:3][C:2]=1[CH:11]=O.[CH:13]1[C:22]2[C:17](=[CH:18][CH:19]=[CH:20][CH:21]=2)[CH:16]=[CH:15][C:14]=1[C:23](=[O:25])[CH3:24]. (9) Given the product [F:11][CH:2]([F:1])[C:3]1[CH:4]=[C:5]([OH:7])[CH:24]=[C:21]2[C:22]=1[C:18]([C:12]1[CH:17]=[CH:16][CH:15]=[CH:14][CH:13]=1)=[N:19][NH:20]2, predict the reactants needed to synthesize it. The reactants are: [F:1][CH:2]([F:11])[C:3](=O)[CH2:4][C:5]([O:7]CC)=O.[C:12]1([C:18]2[CH:22]=[C:21](N)[NH:20][N:19]=2)[CH:17]=[CH:16][CH:15]=[CH:14][CH:13]=1.[CH3:24]C(O)=O.O. (10) Given the product [C:12]([O:11][C:9]([N:29]([CH:30]([CH3:32])[CH3:31])[CH2:28][CH:23]([C:20]1[CH:19]=[CH:18][C:17]([Cl:16])=[CH:22][CH:21]=1)[C:24]([O:26][CH3:27])=[O:25])=[O:10])([CH3:13])([CH3:14])[CH3:15], predict the reactants needed to synthesize it. The reactants are: [CH3:13][C:12]([O:11][C:9](O[C:9]([O:11][C:12]([CH3:15])([CH3:14])[CH3:13])=[O:10])=[O:10])([CH3:15])[CH3:14].[Cl:16][C:17]1[CH:22]=[CH:21][C:20]([CH:23]([CH2:28][NH:29][CH:30]([CH3:32])[CH3:31])[C:24]([O:26][CH3:27])=[O:25])=[CH:19][CH:18]=1.